From a dataset of Full USPTO retrosynthesis dataset with 1.9M reactions from patents (1976-2016). Predict the reactants needed to synthesize the given product. (1) Given the product [Si:17]([O:1][N:2]1[C:10]2[C:5](=[CH:6][CH:7]=[CH:8][CH:9]=2)[CH2:4][C:3]1=[O:11])([C:20]([CH3:23])([CH3:22])[CH3:21])([CH3:19])[CH3:18], predict the reactants needed to synthesize it. The reactants are: [OH:1][N:2]1[C:10]2[C:5](=[CH:6][CH:7]=[CH:8][CH:9]=2)[CH2:4][C:3]1=[O:11].N1C=CN=C1.[Si:17](Cl)([C:20]([CH3:23])([CH3:22])[CH3:21])([CH3:19])[CH3:18]. (2) Given the product [C:6]([C:9]1[CH:25]=[C:24]([C:26]#[N:27])[CH:23]=[CH:22][C:10]=1[NH:11][S:12]([C:15]1[CH:16]=[CH:17][C:18]([CH3:21])=[CH:19][CH:20]=1)(=[O:14])=[O:13])#[N:7], predict the reactants needed to synthesize it. The reactants are: P(Cl)(Cl)(Cl)=O.[C:6]([C:9]1[CH:25]=[C:24]([C:26](=O)[NH2:27])[CH:23]=[CH:22][C:10]=1[NH:11][S:12]([C:15]1[CH:20]=[CH:19][C:18]([CH3:21])=[CH:17][CH:16]=1)(=[O:14])=[O:13])(=O)[NH2:7]. (3) Given the product [CH3:26][O:25][C:23](=[O:24])[C:22]1[CH:27]=[CH:28][C:19]([O:14][CH2:13][C:12]2[N:8]([C:5]3[CH:4]=[CH:3][C:2]([F:1])=[CH:7][CH:6]=3)[N:9]=[N:10][C:11]=2[CH3:15])=[N:20][CH:21]=1, predict the reactants needed to synthesize it. The reactants are: [F:1][C:2]1[CH:7]=[CH:6][C:5]([N:8]2[C:12]([CH2:13][OH:14])=[C:11]([CH3:15])[N:10]=[N:9]2)=[CH:4][CH:3]=1.[H-].[Na+].Cl[C:19]1[CH:28]=[CH:27][C:22]([C:23]([O:25][CH3:26])=[O:24])=[CH:21][N:20]=1.O. (4) Given the product [N+:8]([C:3]1[CH:4]=[CH:5][CH:6]=[CH:7][C:2]=1[O:21][CH2:18][CH2:17][N:14]1[CH2:15][CH2:16][O:11][CH2:12][CH2:13]1)([O-:10])=[O:9], predict the reactants needed to synthesize it. The reactants are: F[C:2]1[CH:7]=[CH:6][CH:5]=[CH:4][C:3]=1[N+:8]([O-:10])=[O:9].[O:11]1[CH2:16][CH2:15][N:14]([CH:17](O)[CH3:18])[CH2:13][CH2:12]1.C(=O)([O-])[O-:21].[Cs+].[Cs+]. (5) Given the product [F:1][C:2]([F:14])([F:13])[C:3]([NH:5][C:6]1[CH:11]=[CH:10][C:9]([C:20]#[C:19][CH2:18][CH2:17][CH2:16][CH2:15][OH:21])=[CH:8][CH:7]=1)=[O:4], predict the reactants needed to synthesize it. The reactants are: [F:1][C:2]([F:14])([F:13])[C:3]([NH:5][C:6]1[CH:11]=[CH:10][C:9](I)=[CH:8][CH:7]=1)=[O:4].[CH2:15]([OH:21])[CH2:16][CH2:17][CH2:18][C:19]#[CH:20]. (6) The reactants are: [NH2:1][CH:2]1[CH2:7][CH2:6][N:5]([CH2:8][CH2:9][N:10]2[C:15]3[CH:16]=[C:17]([Cl:20])[CH:18]=[CH:19][C:14]=3[O:13][CH2:12][C:11]2=[O:21])[CH2:4][CH2:3]1.[O:22]=[C:23]1[CH2:28][O:27][C:26]2[CH:29]=[CH:30][C:31]([CH:33]=O)=[N:32][C:25]=2[NH:24]1.C([BH3-])#N.[Na+]. Given the product [Cl:20][C:17]1[CH:18]=[CH:19][C:14]2[O:13][CH2:12][C:11](=[O:21])[N:10]([CH2:9][CH2:8][N:5]3[CH2:4][CH2:3][CH:2]([NH:1][CH2:33][C:31]4[CH:30]=[CH:29][C:26]5[O:27][CH2:28][C:23](=[O:22])[NH:24][C:25]=5[N:32]=4)[CH2:7][CH2:6]3)[C:15]=2[CH:16]=1, predict the reactants needed to synthesize it. (7) The reactants are: Br[C:2]1[CH:11]=[C:10]2[C:5]([CH:6]=[C:7]([NH2:12])[N:8]=[CH:9]2)=[CH:4][CH:3]=1.[CH:13]1([NH:16][C:17](=[O:34])[C:18]2[CH:23]=[CH:22][C:21]([CH3:24])=[C:20](B3OC(C)(C)C(C)(C)O3)[CH:19]=2)[CH2:15][CH2:14]1. Given the product [NH2:12][C:7]1[N:8]=[CH:9][C:10]2[C:5]([CH:6]=1)=[CH:4][CH:3]=[C:2]([C:20]1[CH:19]=[C:18]([CH:23]=[CH:22][C:21]=1[CH3:24])[C:17]([NH:16][CH:13]1[CH2:14][CH2:15]1)=[O:34])[CH:11]=2, predict the reactants needed to synthesize it.